Dataset: Experimentally validated miRNA-target interactions with 360,000+ pairs, plus equal number of negative samples. Task: Binary Classification. Given a miRNA mature sequence and a target amino acid sequence, predict their likelihood of interaction. (1) The miRNA is mmu-miR-694 with sequence CUGAAAAUGUUGCCUGAAG. The protein sequence of the target gene is MSAFDTNPFADPVDVNPFQDPSVTQLTNAPQSGLAEFNPFSETNAATTVPATQAPGPSQPAVLQPSVEPAQPTPQAVAAAAQAGLLRQQEELDRKAAELERKERELQNTAANLHVRDNNWPPLPSWCPVKPCFYQDFSTEIPADYQRICKMLYYLWMLHSVTLFLNLLACLAWFTSDAANGTAFGLSILWFLIFTPCAFLCWYRPIYKAFRSDNSFSFFVFFFVFFCQIGIYFIQLIGLPNLGTSGWLAALSTMKNGPLAVTIIMMVVAGFFTLCAGLSLFLLQRVHAFYRRTGASFQQA.... Result: 0 (no interaction). (2) The miRNA is hsa-miR-193b-3p with sequence AACUGGCCCUCAAAGUCCCGCU. The protein sequence of the target gene is MASPTKGGDLFSSDEEGPAVLAGPGPGPGGAEGSAEERRVKVSSLPFSVEALMSDKKPPKESPAVPPDCASAGAVLRPLLLPGHGVRDAHSPGPLVKPFETASVKSENSEDGAPWIQEPGRYSPPPRHMSPTTCTLRKHKTNRKPRTPFTTSQLLALERKFRQKQYLSIAERAEFSSSLNLTETQVKIWFQNRRAKAKRLQEAELEKLKMAAKPMLPSGFSLPFPINSPLQAASIYGASYPFHRPVLPIPPVGLYATPVGYGMYHLS. Result: 0 (no interaction). (3) Result: 1 (interaction). The miRNA is hsa-miR-5011-5p with sequence UAUAUAUACAGCCAUGCACUC. The protein sequence of the target gene is MIALFNKLLDWFKALFWKEEMELTLVGLQYSGKTTFVNVIASGQFNEDMIPTVGFNMRKITKGNVTIKLWDIGGQPRFRSMWERYCRGVSAIVYMVDAADQEKIEASKNELHNLLDKPQLQGIPVLVLGNKRDLPGALDEKELIEKMNLSAIQDREICCYSISCKEKDNIDITLQWLIQHSKSRRS. (4) The miRNA is hsa-miR-548d-5p with sequence AAAAGUAAUUGUGGUUUUUGCC. The protein sequence of the target gene is MAAGTAAALAFLSQESRTRAGGVGGLRVPAPVTMDSFFFGCELSGHTRSFTFKVEEEDDAEHVLALTMLCLTEGAKDECNVVEVVARNHDHQEIAVPVANLKLSCQPMLSLDDFQLQPPVTFRLKSGSGPVRITGRHQIVTMSNDVSEEESEEEEEDSDEEEVELCPILPAKKQGGRP. Result: 1 (interaction). (5) The miRNA is hsa-miR-6722-3p with sequence UGCAGGGGUCGGGUGGGCCAGG. The protein sequence of the target gene is MVGRNSAIAAGVCGALFIGYCIYFDRKRRSDPNFKNRLRERRKKQKLAKERAGLSKLPDLKDAEAVQKFFLEEIQLGEELLAQGEYEKGVDHLTNAIAVCGQPQQLLQVLQQTLPPPVFQMLLTKLPTISQRIVSAQSLAEDDVE. Result: 0 (no interaction). (6) The miRNA is mmu-miR-223-3p with sequence UGUCAGUUUGUCAAAUACCCCA. The protein sequence of the target gene is MGAMAYSLLFCLLLAHLGLGEVGASLDPPGRPDSPRERTPRGKQHGQQLPRASAPDPSIPWSRSTDGTILAQKLAEEVPVDVASYLYTGDFHQLKRANCSGRYELAGLPGKSPSLASSHPSLHGALDTLTHATNFLNMMLQSNKSREQTVQDDLQWYQALVRSLLEGEPSISRAAITFSTESLSTPAPQVFLQATREESRILLQDLSSSAHHLANATLETEWFHGLRRKWRPHLHRRGSNQGPRGLGHSWRRRDGLGGDRSHVKWSPPYLECENGSYKPGWLVTLSAAFYGLQPNLVPEF.... Result: 1 (interaction). (7) The miRNA is hsa-miR-553 with sequence AAAACGGUGAGAUUUUGUUUU. The protein sequence of the target gene is MRLAKPKAGISRSSSQGKAYENKRKTGRQRQKWGMTIRFDSSFSRLRRSLDDKPYKCTECEKSFSQSSTLFQHQKIHTGKKSHKCADCGKSFFQSSNLIQHRRIHTGEKPYKCDECGESFKQSSNLIQHQRIHTGEKPYQCDECGRCFSQSSHLIQHQRTHTGEKPYQCSECGKCFSQSSHLRQHMKVHKEEKPRKTRGKNIRVKTHLPSWKAGTGRKSVAGLR. Result: 0 (no interaction).